From a dataset of Peptide-MHC class II binding affinity with 134,281 pairs from IEDB. Regression. Given a peptide amino acid sequence and an MHC pseudo amino acid sequence, predict their binding affinity value. This is MHC class II binding data. (1) The peptide sequence is EQQWNFAGIEAAASA. The MHC is HLA-DPA10201-DPB11401 with pseudo-sequence HLA-DPA10201-DPB11401. The binding affinity (normalized) is 0.535. (2) The peptide sequence is TLWQRPLVTIKIGGQLKEAL. The MHC is DRB1_0404 with pseudo-sequence DRB1_0404. The binding affinity (normalized) is 0.280. (3) The peptide sequence is AFKVAAPAANAAPAN. The MHC is DRB1_1001 with pseudo-sequence DRB1_1001. The binding affinity (normalized) is 0.893. (4) The MHC is DRB1_0404 with pseudo-sequence DRB1_0404. The binding affinity (normalized) is 0.821. The peptide sequence is KSLFFLDEPLKSVPL. (5) The peptide sequence is SEDLGKTFSVGTGNC. The MHC is HLA-DQA10501-DQB10302 with pseudo-sequence HLA-DQA10501-DQB10302. The binding affinity (normalized) is 0.315.